Task: Predict the reaction yield, written as a fraction of the theoretical maximum amount of product (1.0 means a 100% yield; for example, 0.34 means a 34% yield).. Dataset: Reaction yield outcomes from USPTO patents with 853,638 reactions (1) The catalyst is C(Cl)Cl. The yield is 0.990. The product is [CH:13]([N:26]1[C:34]2[C:29](=[CH:30][C:31]([Cl:35])=[CH:32][CH:33]=2)[C:28]([CH2:36][CH2:37][S:38]([C:41]2[CH:46]=[CH:45][C:44]([C:47]3[CH:48]=[C:49]([CH:54]=[CH:55][CH:56]=3)[C:50]([O:52][CH3:53])=[O:51])=[CH:43][CH:42]=2)(=[O:40])=[O:39])=[C:27]1[CH2:57][CH2:58][O:59][S:2]([CH3:1])(=[O:4])=[O:3])([C:14]1[CH:15]=[CH:16][CH:17]=[CH:18][CH:19]=1)[C:20]1[CH:25]=[CH:24][CH:23]=[CH:22][CH:21]=1. The reactants are [CH3:1][S:2](Cl)(=[O:4])=[O:3].CCN(CC)CC.[CH:13]([N:26]1[C:34]2[C:29](=[CH:30][C:31]([Cl:35])=[CH:32][CH:33]=2)[C:28]([CH2:36][CH2:37][S:38]([C:41]2[CH:46]=[CH:45][C:44]([C:47]3[CH:48]=[C:49]([CH:54]=[CH:55][CH:56]=3)[C:50]([O:52][CH3:53])=[O:51])=[CH:43][CH:42]=2)(=[O:40])=[O:39])=[C:27]1[CH2:57][CH2:58][OH:59])([C:20]1[CH:25]=[CH:24][CH:23]=[CH:22][CH:21]=1)[C:14]1[CH:19]=[CH:18][CH:17]=[CH:16][CH:15]=1.O. (2) The reactants are [O-:1][N+:2]1[C:7]2[CH:8]=[CH:9][CH:10]=[CH:11][C:6]=2[N:5]=[C:4]([N:12]2[CH2:17][CH2:16][CH:15]([C:18]([OH:20])=O)[CH2:14][CH2:13]2)[N:3]=1.[NH2:21][C:22]1[S:23][CH:24]=[CH:25][C:26]=1[C:27]([O:29][CH3:30])=[O:28]. No catalyst specified. The product is [O-:1][N+:2]1[C:7]2[CH:8]=[CH:9][CH:10]=[CH:11][C:6]=2[N:5]=[C:4]([N:12]2[CH2:13][CH2:14][CH:15]([C:18]([NH:21][C:22]3[S:23][CH:24]=[CH:25][C:26]=3[C:27]([O:29][CH3:30])=[O:28])=[O:20])[CH2:16][CH2:17]2)[N:3]=1. The yield is 0.230.